From a dataset of Full USPTO retrosynthesis dataset with 1.9M reactions from patents (1976-2016). Predict the reactants needed to synthesize the given product. (1) Given the product [F:19][C:20]1[CH:27]=[C:26]([F:28])[CH:25]=[CH:24][C:21]=1[CH2:22][NH:23][C:12](=[O:14])[C:11]1[CH:15]=[CH:16][N:17]=[CH:18][C:10]=1[NH:9][C:3]1[CH:4]=[CH:5][C:6]([I:8])=[CH:7][C:2]=1[F:1], predict the reactants needed to synthesize it. The reactants are: [F:1][C:2]1[CH:7]=[C:6]([I:8])[CH:5]=[CH:4][C:3]=1[NH:9][C:10]1[CH:18]=[N:17][CH:16]=[CH:15][C:11]=1[C:12]([OH:14])=O.[F:19][C:20]1[CH:27]=[C:26]([F:28])[CH:25]=[CH:24][C:21]=1[CH2:22][NH2:23]. (2) Given the product [C:21]([C:23]1[CH:24]=[C:25]([C:29]2[NH:10][CH2:9][C:8]([C:12]3[CH:13]=[CH:14][C:15]([F:18])=[CH:16][CH:17]=3)([C:5]3[CH:4]=[CH:3][C:2]([F:1])=[CH:7][CH:6]=3)[N:11]=2)[CH:26]=[CH:27][CH:28]=1)#[N:22], predict the reactants needed to synthesize it. The reactants are: [F:1][C:2]1[CH:7]=[CH:6][C:5]([C:8]([C:12]2[CH:17]=[CH:16][C:15]([F:18])=[CH:14][CH:13]=2)([NH2:11])[CH2:9][NH2:10])=[CH:4][CH:3]=1.CO[C:21]([C:23]1[CH:28]=[CH:27][CH:26]=[C:25]([C:29]#N)[CH:24]=1)=[NH:22]. (3) Given the product [Cl:27][C:10]1[N:11]=[N:12][C:13]([CH3:14])=[C:8]([C:5]2[CH:6]=[CH:7][C:2]([Cl:1])=[CH:3][CH:4]=2)[C:9]=1[C:16]1[C:21]([Cl:22])=[CH:20][C:19]([O:23][CH3:24])=[CH:18][N:17]=1, predict the reactants needed to synthesize it. The reactants are: [Cl:1][C:2]1[CH:7]=[CH:6][C:5]([C:8]2[C:13]([CH3:14])=[N:12][NH:11][C:10](=O)[C:9]=2[C:16]2[C:21]([Cl:22])=[CH:20][C:19]([O:23][CH3:24])=[CH:18][N:17]=2)=[CH:4][CH:3]=1.P(Cl)(Cl)([Cl:27])=O. (4) The reactants are: [C:1]([O:5][C:6]([NH:8][C@@:9]1([C:33]([O:35][C:36]([CH3:39])([CH3:38])[CH3:37])=[O:34])[C@H:14]([O:15][CH2:16][C:17]2[CH:22]=[CH:21][C:20]([Cl:23])=[C:19]([Cl:24])[CH:18]=2)[C@H:13]([OH:25])[C@@H:12]2[C@H:10]1[C@H:11]2[C:26]([O:28][C:29]([CH3:32])([CH3:31])[CH3:30])=[O:27])=[O:7])([CH3:4])([CH3:3])[CH3:2].C1(P(C2C=CC=CC=2)C2C=CC=CC=2)C=CC=CC=1.[N+:59]([C:62]1[CH:70]=[CH:69][C:65]([C:66](O)=[O:67])=[CH:64][CH:63]=1)([O-:61])=[O:60].N(C(OC(C)C)=O)=NC(OC(C)C)=O. Given the product [C:1]([O:5][C:6]([NH:8][C@@:9]1([C:33]([O:35][C:36]([CH3:39])([CH3:38])[CH3:37])=[O:34])[C@H:14]([O:15][CH2:16][C:17]2[CH:22]=[CH:21][C:20]([Cl:23])=[C:19]([Cl:24])[CH:18]=2)[C@@H:13]([O:25][C:66]([C:65]2[CH:64]=[CH:63][C:62]([N+:59]([O-:61])=[O:60])=[CH:70][CH:69]=2)=[O:67])[C@@H:12]2[C@H:10]1[C@H:11]2[C:26]([O:28][C:29]([CH3:30])([CH3:32])[CH3:31])=[O:27])=[O:7])([CH3:4])([CH3:2])[CH3:3], predict the reactants needed to synthesize it. (5) Given the product [C:1]([C:3]1[CH:4]=[CH:5][C:6]2[O:10][C:9]([C:11]3[CH:16]=[CH:15][C:14]([C:17]4([NH:21][C:22](=[O:28])[O:23][C:24]([CH3:27])([CH3:26])[CH3:25])[CH2:20][CH2:19][CH2:18]4)=[CH:13][CH:12]=3)=[C:8]([C:29]3[CH:34]=[CH:33][CH:32]=[CH:31][CH:30]=3)[C:7]=2[CH:35]=1)(=[O:37])[NH2:2], predict the reactants needed to synthesize it. The reactants are: [C:1]([C:3]1[CH:4]=[CH:5][C:6]2[O:10][C:9]([C:11]3[CH:16]=[CH:15][C:14]([C:17]4([NH:21][C:22](=[O:28])[O:23][C:24]([CH3:27])([CH3:26])[CH3:25])[CH2:20][CH2:19][CH2:18]4)=[CH:13][CH:12]=3)=[C:8]([C:29]3[CH:34]=[CH:33][CH:32]=[CH:31][CH:30]=3)[C:7]=2[CH:35]=1)#[N:2].C(=O)([O-])[O-:37].[K+].[K+].OO.O. (6) Given the product [Cl:21][C:20]1[C:12]([O:11][CH:8]2[CH2:9][CH2:10][C:5](=[O:4])[CH2:6][CH2:7]2)=[CH:13][C:14]([F:22])=[C:15]([CH:19]=1)[C:16]([OH:18])=[O:17], predict the reactants needed to synthesize it. The reactants are: O1[C:5]2([CH2:10][CH2:9][CH:8]([O:11][C:12]3[C:20]([Cl:21])=[CH:19][C:15]([C:16]([OH:18])=[O:17])=[C:14]([F:22])[CH:13]=3)[CH2:7][CH2:6]2)[O:4]CC1.Cl. (7) Given the product [Br:1][C:2]1[CH:20]=[CH:19][C:5]2[N:6]([CH2:7][CH2:8][CH3:9])[CH2:10][CH2:11][CH2:12][C:13]([C:14]([O:16][CH3:17])=[O:15])=[CH:21][C:4]=2[CH:3]=1, predict the reactants needed to synthesize it. The reactants are: [Br:1][C:2]1[CH:20]=[CH:19][C:5]([N:6]([CH2:10][CH2:11][CH2:12][CH2:13][C:14]([O:16][CH2:17]C)=[O:15])[CH2:7][CH2:8][CH3:9])=[C:4]([CH:21]=O)[CH:3]=1.CO.C[O-].[Na+].Cl. (8) Given the product [Cl:23][C:24]1[CH:33]=[CH:32][CH:31]=[CH:30][C:25]=1[C:26]1[O:1][C:2]2[C:3]([C:20](=[O:22])[CH:21]=1)=[C:4]([O:18][CH3:19])[CH:5]=[C:6]([O:16][CH3:17])[C:7]=2[C@@H:8]1[CH2:13][CH2:12][N:11]([CH3:14])[CH2:10][C@H:9]1[OH:15], predict the reactants needed to synthesize it. The reactants are: [OH:1][C:2]1[C:7]([C@@H:8]2[CH2:13][CH2:12][N:11]([CH3:14])[CH2:10][C@H:9]2[OH:15])=[C:6]([O:16][CH3:17])[CH:5]=[C:4]([O:18][CH3:19])[C:3]=1[C:20](=[O:22])[CH3:21].[Cl:23][C:24]1[CH:33]=[CH:32][CH:31]=[CH:30][C:25]=1[C:26](OC)=O.[H-].[Na+].